Dataset: Full USPTO retrosynthesis dataset with 1.9M reactions from patents (1976-2016). Task: Predict the reactants needed to synthesize the given product. (1) Given the product [O:1]1[C:5]2[CH:6]=[CH:7][C:8]([C:10]3[S:11][CH:12]=[C:13]([C:15]([NH:32][C:30]4[S:31][C:27]5[CH:26]=[C:25]([CH2:24][N:21]6[CH2:22][CH2:23][O:18][CH2:19][CH2:20]6)[CH:34]=[CH:33][C:28]=5[N:29]=4)=[O:17])[N:14]=3)=[CH:9][C:4]=2[CH2:3][CH2:2]1, predict the reactants needed to synthesize it. The reactants are: [O:1]1[C:5]2[CH:6]=[CH:7][C:8]([C:10]3[S:11][CH:12]=[C:13]([C:15]([OH:17])=O)[N:14]=3)=[CH:9][C:4]=2[CH2:3][CH2:2]1.[O:18]1[CH2:23][CH2:22][N:21]([CH2:24][C:25]2[CH:34]=[CH:33][C:28]3[N:29]=[C:30]([NH2:32])[S:31][C:27]=3[CH:26]=2)[CH2:20][CH2:19]1.F[P-](F)(F)(F)(F)F.N1(OC(N(C)C)=[N+](C)C)C2C=CC=CC=2N=N1.C(N(CC)C(C)C)(C)C. (2) Given the product [F:27][C:2]([F:1])([CH2:23][CH2:24][CH2:25][CH3:26])[CH:3]([OH:22])[CH2:4][CH2:5][C@@H:6]1[C@@H:13]2[C@@H:9]([O:10][CH:11]([OH:14])[CH2:12]2)[CH2:8][C@H:7]1[O:15][CH:16]1[CH2:21][CH2:20][CH2:19][CH2:18][O:17]1, predict the reactants needed to synthesize it. The reactants are: [F:1][C:2]([F:27])([CH2:23][CH2:24][CH2:25][CH3:26])[CH:3]([OH:22])[CH2:4][CH2:5][C@@H:6]1[C@@H:13]2[C@@H:9]([O:10][C:11](=[O:14])[CH2:12]2)[CH2:8][C@H:7]1[O:15][CH:16]1[CH2:21][CH2:20][CH2:19][CH2:18][O:17]1.CC(C[AlH]CC(C)C)C. (3) The reactants are: [C:1]([OH:4])(=[S:3])[CH3:2].O[C:6]([C:9]1[CH:14]=[C:13]([CH:15]([C:20]([CH3:23])([CH3:22])[CH3:21])[O:16][SiH:17]([CH3:19])[CH3:18])[CH:12]=[C:11]([CH:24](C(C)(C)C)[O:25][SiH](C)C)[CH:10]=1)([CH3:8])[CH3:7]. Given the product [C:1]([O:4][C:6]([C:9]1[CH:10]=[C:11]([CH2:24][OH:25])[CH:12]=[C:13]([CH:15]([C:20]([CH3:22])([CH3:21])[CH3:23])[O:16][SiH:17]([CH3:19])[CH3:18])[CH:14]=1)([CH3:8])[CH3:7])(=[S:3])[CH3:2], predict the reactants needed to synthesize it.